Dataset: Peptide-MHC class II binding affinity with 134,281 pairs from IEDB. Task: Regression. Given a peptide amino acid sequence and an MHC pseudo amino acid sequence, predict their binding affinity value. This is MHC class II binding data. (1) The binding affinity (normalized) is 0.547. The MHC is DRB1_1602 with pseudo-sequence DRB1_1602. The peptide sequence is MAFLRSVSCLAAAVF. (2) The peptide sequence is LRLSSLMPCQAPRKS. The MHC is HLA-DQA10501-DQB10303 with pseudo-sequence HLA-DQA10501-DQB10303. The binding affinity (normalized) is 0.464. (3) The peptide sequence is RDGGQLRIPSLLHGG. The MHC is DRB3_0101 with pseudo-sequence DRB3_0101. The binding affinity (normalized) is 0.0103. (4) The peptide sequence is NKNFFWAVKPKAVRQ. The MHC is DRB3_0101 with pseudo-sequence DRB3_0101. The binding affinity (normalized) is 0.392. (5) The peptide sequence is TRSAYERMCNILKGK. The MHC is DRB1_0701 with pseudo-sequence DRB1_0701. The binding affinity (normalized) is 0.216. (6) The peptide sequence is QLCDHRLMSAAVKDE. The MHC is DRB3_0101 with pseudo-sequence DRB3_0101. The binding affinity (normalized) is 0.218.